This data is from Forward reaction prediction with 1.9M reactions from USPTO patents (1976-2016). The task is: Predict the product of the given reaction. (1) Given the reactants I[C:2]1[C:3](=[O:28])[NH:4][C:5](=[O:27])[N:6]([CH2:8][CH2:9][CH2:10][N:11]2[CH2:16][C@H:15]3[C@:13]([C:17]4[CH:22]=[CH:21][C:20]([C:23]([F:26])([F:25])[F:24])=[CH:19][CH:18]=4)([CH2:14]3)[CH2:12]2)[CH:7]=1.[F:29][C:30]1[C:35](B(O)O)=[CH:34][C:33]([Cl:39])=[CH:32][N:31]=1.[F-].[K+], predict the reaction product. The product is: [ClH:39].[ClH:39].[Cl:39][C:33]1[CH:34]=[C:35]([C:2]2[C:3](=[O:28])[NH:4][C:5](=[O:27])[N:6]([CH2:8][CH2:9][CH2:10][N:11]3[CH2:16][C@H:15]4[C@:13]([C:17]5[CH:22]=[CH:21][C:20]([C:23]([F:26])([F:25])[F:24])=[CH:19][CH:18]=5)([CH2:14]4)[CH2:12]3)[CH:7]=2)[C:30]([F:29])=[N:31][CH:32]=1. (2) The product is: [Cl:18][C:10]1[C:9]2[C:4](=[CH:5][CH:6]=[C:7]([C:19]([C:31]3[N:35]([CH3:36])[CH:34]=[N:33][CH:32]=3)([C:21]3[CH:22]=[N:23][C:24]([C:27]([F:30])([F:28])[F:29])=[CH:25][CH:26]=3)[OH:20])[CH:8]=2)[N:3]=[C:2]([N:39]([O:40][CH3:41])[CH3:38])[C:11]=1[C:12]1[CH:17]=[CH:16][CH:15]=[CH:14][CH:13]=1. Given the reactants Cl[C:2]1[C:11]([C:12]2[CH:17]=[CH:16][CH:15]=[CH:14][CH:13]=2)=[C:10]([Cl:18])[C:9]2[C:4](=[CH:5][CH:6]=[C:7]([C:19]([C:31]3[N:35]([CH3:36])[CH:34]=[N:33][CH:32]=3)([C:21]3[CH:22]=[N:23][C:24]([C:27]([F:30])([F:29])[F:28])=[CH:25][CH:26]=3)[OH:20])[CH:8]=2)[N:3]=1.Cl.[CH3:38][NH:39][O:40][CH3:41], predict the reaction product. (3) Given the reactants [CH:1](=O)[C:2]1[CH:7]=[CH:6][CH:5]=[N:4][CH:3]=1.[NH2:9][C:10]1[CH:11]=[C:12]([CH2:18][OH:19])[CH:13]=[C:14]([O:16][CH3:17])[CH:15]=1, predict the reaction product. The product is: [CH3:17][O:16][C:14]1[CH:13]=[C:12]([CH2:18][OH:19])[CH:11]=[C:10]([N:9]=[CH:1][C:2]2[CH:3]=[N:4][CH:5]=[CH:6][CH:7]=2)[CH:15]=1. (4) Given the reactants Cl.C(OC([N:9]1[C:14](=[O:15])[CH2:13][CH2:12][C@H:11]([C:16]([OH:18])=[O:17])[CH2:10]1)=O)(C)(C)C, predict the reaction product. The product is: [O:15]=[C:14]1[NH:9][CH2:10][C@@H:11]([C:16]([OH:18])=[O:17])[CH2:12][CH2:13]1. (5) Given the reactants Cl[C:2]1[C:7]([O:8][CH3:9])=[CH:6][N:5]=[C:4]([O:10][CH3:11])[N:3]=1.[N:12]#[C:13][NH2:14].[Na].O.Cl, predict the reaction product. The product is: [CH3:11][O:10][C:4]1[N:3]=[C:2]([NH:14][C:13]#[N:12])[C:7]([O:8][CH3:9])=[CH:6][N:5]=1. (6) Given the reactants [NH2:1][C:2]1[C:10]2[C:5](=[C:6]([Br:11])[CH:7]=[CH:8][CH:9]=2)[NH:4][C:3]=1[C:12]([NH2:14])=[O:13].[O:15]=[C:16](Cl)OC(Cl)(Cl)Cl.O, predict the reaction product. The product is: [Br:11][C:6]1[C:5]2[NH:4][C:3]3[C:12](=[O:13])[NH:14][C:16](=[O:15])[NH:1][C:2]=3[C:10]=2[CH:9]=[CH:8][CH:7]=1.